This data is from Full USPTO retrosynthesis dataset with 1.9M reactions from patents (1976-2016). The task is: Predict the reactants needed to synthesize the given product. (1) Given the product [CH3:1][C:2]1[C:3]([CH2:9][N:10]([CH2:16][C:17]2[C:22]([CH:23]([CH3:25])[CH3:24])=[CH:21][CH:20]=[CH:19][N:18]=2)[CH2:11][CH2:12][CH2:13][CH2:14][NH:15][C:31]([NH2:30])=[O:32])=[N:4][CH:5]=[C:6]([CH3:8])[CH:7]=1, predict the reactants needed to synthesize it. The reactants are: [CH3:1][C:2]1[C:3]([CH2:9][N:10]([CH2:16][C:17]2[C:22]([CH:23]([CH3:25])[CH3:24])=[CH:21][CH:20]=[CH:19][N:18]=2)[CH2:11][CH2:12][CH2:13][CH2:14][NH2:15])=[N:4][CH:5]=[C:6]([CH3:8])[CH:7]=1.C[Si]([N:30]=[C:31]=[O:32])(C)C. (2) Given the product [Cl:20][C:15]1[CH:14]=[C:13]([CH:18]=[CH:17][C:16]=1[Cl:19])[O:12][C:6]1[N:7]=[CH:8][C:9]([F:11])=[CH:10][C:5]=1[C:4]([OH:21])=[O:3], predict the reactants needed to synthesize it. The reactants are: C([O:3][C:4](=[O:21])[C:5]1[CH:10]=[C:9]([F:11])[CH:8]=[N:7][C:6]=1[O:12][C:13]1[CH:18]=[CH:17][C:16]([Cl:19])=[C:15]([Cl:20])[CH:14]=1)C.O.[OH-].[Li+].Cl.